This data is from Catalyst prediction with 721,799 reactions and 888 catalyst types from USPTO. The task is: Predict which catalyst facilitates the given reaction. (1) Reactant: [CH2:1]([O:8][C:9]1[CH:14]=[CH:13][C:12]([F:15])=[C:11]([F:16])[C:10]=1[CH2:17][CH2:18][I:19])[C:2]1[CH:7]=[CH:6][CH:5]=[CH:4][CH:3]=1.[CH:20]1[CH:25]=[CH:24][C:23]([P:26]([C:33]2[CH:38]=[CH:37][CH:36]=[CH:35][CH:34]=2)[C:27]2[CH:32]=[CH:31][CH:30]=[CH:29][CH:28]=2)=[CH:22][CH:21]=1. Product: [I-:19].[CH2:1]([O:8][C:9]1[C:10]([CH2:17][CH2:18][P+:26]([C:27]2[CH:28]=[CH:29][CH:30]=[CH:31][CH:32]=2)([C:33]2[CH:38]=[CH:37][CH:36]=[CH:35][CH:34]=2)[C:23]2[CH:22]=[CH:21][CH:20]=[CH:25][CH:24]=2)=[C:11]([F:16])[C:12]([F:15])=[CH:13][CH:14]=1)[C:2]1[CH:7]=[CH:6][CH:5]=[CH:4][CH:3]=1. The catalyst class is: 113. (2) Reactant: C(=O)([O-])[O-].[Na+].[Na+].Br[C:8]1[CH:13]=[CH:12][C:11](/[CH:14]=[CH:15]/[C:16]([O:18][CH2:19][CH3:20])=[O:17])=[CH:10][CH:9]=1.[Cl:21][C:22]1[CH:27]=[CH:26][C:25](OB(O)O)=[CH:24][CH:23]=1. Product: [Cl:21][C:22]1[CH:27]=[CH:26][C:25]([C:8]2[CH:13]=[CH:12][C:11](/[CH:14]=[CH:15]/[C:16]([O:18][CH2:19][CH3:20])=[O:17])=[CH:10][CH:9]=2)=[CH:24][CH:23]=1. The catalyst class is: 169. (3) Reactant: C[CH:2]1[CH2:6][CH2:5][CH2:4][C:3]1([C:10]1[CH:15]=[CH:14][CH:13]=[CH:12][C:11]=1[F:16])[C:7]([OH:9])=[O:8].S(=O)(=O)(O)O.[C:22](=O)([O-])[O-].[Na+].[Na+]. Product: [F:16][C:11]1[CH:12]=[CH:13][CH:14]=[CH:15][C:10]=1[C:3]1([C:7]([O:9][CH3:22])=[O:8])[CH2:4][CH2:5][CH2:6][CH2:2]1. The catalyst class is: 5. (4) Reactant: [Cl:1][C:2]1[N:7]=[C:6](Cl)[CH:5]=[C:4]([C:9]2[CH:14]=[CH:13][CH:12]=[CH:11][C:10]=2[Cl:15])[N:3]=1.[CH:16]1([C:19]2[NH:23][N:22]=[C:21]([NH2:24])[CH:20]=2)[CH2:18][CH2:17]1. Product: [Cl:1][C:2]1[N:7]=[C:6]([NH:24][C:21]2[CH:20]=[C:19]([CH:16]3[CH2:18][CH2:17]3)[NH:23][N:22]=2)[CH:5]=[C:4]([C:9]2[CH:14]=[CH:13][CH:12]=[CH:11][C:10]=2[Cl:15])[N:3]=1. The catalyst class is: 8. (5) Reactant: Br[C:2]1[CH:3]=[C:4]2[C:9](=[C:10]([O:12][CH2:13][O:14][CH2:15][CH2:16][Si:17]([CH3:20])([CH3:19])[CH3:18])[CH:11]=1)[N:8]=[CH:7][N:6]([CH2:21][O:22][CH2:23][CH2:24][Si:25]([CH3:28])([CH3:27])[CH3:26])[C:5]2=[O:29].[C:30]([C:33]1[CH:38]=[CH:37][CH:36]=[CH:35][C:34]=1B(O)O)(=[O:32])[CH3:31].C(=O)([O-])[O-].[K+].[K+].C(OCC)(=O)C.CCCCCCC. Product: [C:30]([C:33]1[CH:38]=[CH:37][CH:36]=[CH:35][C:34]=1[C:7]1[N:6]([CH2:21][O:22][CH2:23][CH2:24][Si:25]([CH3:28])([CH3:27])[CH3:26])[C:5](=[O:29])[C:4]2[C:9](=[C:10]([O:12][CH2:13][O:14][CH2:15][CH2:16][Si:17]([CH3:20])([CH3:19])[CH3:18])[CH:11]=[CH:2][CH:3]=2)[N:8]=1)(=[O:32])[CH3:31]. The catalyst class is: 688. (6) Reactant: [CH2:1]([N:8]1[CH2:31][CH:30]([CH:32]=C)[O:29][C:10]2([CH2:15][CH2:14][N:13]([C:16]([C:18]3[CH:23]=[CH:22][C:21]([O:24][CH:25]([CH3:27])[CH3:26])=[C:20]([CH3:28])[CH:19]=3)=[O:17])[CH2:12][CH2:11]2)[CH2:9]1)[C:2]1[CH:7]=[CH:6][CH:5]=[CH:4][CH:3]=1.[O:34]=[O+][O-].[BH4-].[Na+]. Product: [CH2:1]([N:8]1[CH2:31][CH:30]([CH2:32][OH:34])[O:29][C:10]2([CH2:15][CH2:14][N:13]([C:16]([C:18]3[CH:23]=[CH:22][C:21]([O:24][CH:25]([CH3:26])[CH3:27])=[C:20]([CH3:28])[CH:19]=3)=[O:17])[CH2:12][CH2:11]2)[CH2:9]1)[C:2]1[CH:7]=[CH:6][CH:5]=[CH:4][CH:3]=1. The catalyst class is: 61.